The task is: Predict the reaction yield, written as a fraction of the theoretical maximum amount of product (1.0 means a 100% yield; for example, 0.34 means a 34% yield).. This data is from Reaction yield outcomes from USPTO patents with 853,638 reactions. (1) The reactants are [N+:1]([C:4]1[CH:5]=[C:6]2[C:10](=[CH:11][CH:12]=1)[NH:9][CH:8]=[C:7]2[C:13]1[CH2:22][CH2:21][C:16]2(OCC[O:17]2)[CH2:15][CH:14]=1)([O-:3])=[O:2].Cl. The catalyst is CC(C)=O. The product is [N+:1]([C:4]1[CH:5]=[C:6]2[C:10](=[CH:11][CH:12]=1)[NH:9][CH:8]=[C:7]2[C:13]1[CH2:22][CH2:21][C:16](=[O:17])[CH2:15][CH:14]=1)([O-:3])=[O:2]. The yield is 0.880. (2) The reactants are Br[C:2]1[C:3]([C:9]2[CH:14]=[CH:13][C:12]([N+:15]([O-:17])=[O:16])=[CH:11][CH:10]=2)=[N:4][N:5]([CH2:7][CH3:8])[CH:6]=1.[CH3:18][C:19]1([CH3:35])[C:23]([CH3:25])([CH3:24])[O:22][B:21]([B:21]2[O:22][C:23]([CH3:25])([CH3:24])[C:19]([CH3:35])([CH3:18])[O:20]2)[O:20]1.C([O-])(=O)C.[K+]. The catalyst is O1CCOCC1.C(OCC)(=O)C.Cl[Pd](Cl)([P](C1C=CC=CC=1)(C1C=CC=CC=1)C1C=CC=CC=1)[P](C1C=CC=CC=1)(C1C=CC=CC=1)C1C=CC=CC=1. The product is [CH2:7]([N:5]1[CH:6]=[C:2]([B:21]2[O:22][C:23]([CH3:25])([CH3:24])[C:19]([CH3:35])([CH3:18])[O:20]2)[C:3]([C:9]2[CH:14]=[CH:13][C:12]([N+:15]([O-:17])=[O:16])=[CH:11][CH:10]=2)=[N:4]1)[CH3:8]. The yield is 0.420. (3) The reactants are S(=O)(=O)(O)O.COC(=O)[NH:9][CH2:10][C@H:11]([CH2:16][C:17](=[O:27])N[C@H](C1C=CC=CC=1)C)[CH2:12][CH:13]([CH3:15])[CH3:14].[OH-:29].[Na+]. No catalyst specified. The product is [CH3:15][CH:13]([CH2:12][C@H:11]([CH2:10][NH2:9])[CH2:16][C:17]([OH:27])=[O:29])[CH3:14]. The yield is 0.404. (4) The reactants are Br[C:2]1[CH:7]=[CH:6][C:5]([C:8]2[CH:9]=[CH:10][C:11]([C:21]3[CH:26]=[CH:25][N:24]=[CH:23][CH:22]=3)=[N:12][C:13]=2[C:14]2[CH:19]=[CH:18][C:17](Br)=[CH:16][CH:15]=2)=[CH:4][CH:3]=1.[Na+].[C:28](=[O:31])([O-])[O-].[Na+].[C:33]1(B(O)O)[CH:38]=[CH:37][CH:36]=[CH:35][CH:34]=1.[C:42]([O:45][CH2:46][CH3:47])(=O)[CH3:43]. The catalyst is C1C=CC([P]([Pd]([P](C2C=CC=CC=2)(C2C=CC=CC=2)C2C=CC=CC=2)([P](C2C=CC=CC=2)(C2C=CC=CC=2)C2C=CC=CC=2)[P](C2C=CC=CC=2)(C2C=CC=CC=2)C2C=CC=CC=2)(C2C=CC=CC=2)C2C=CC=CC=2)=CC=1.C1(C)C=CC=CC=1.O.C(O)C. The product is [N:12]1[C:13]([C:14]2[CH:19]=[CH:18][C:17]([C:2]3[CH:3]=[CH:4][C:43]([C:42]4[O:45][C:46]5[CH:47]=[CH:26][CH:21]=[CH:22][C:23]=5[N:24]=4)=[CH:6][CH:7]=3)=[CH:16][CH:15]=2)=[C:8]([C:5]2[CH:6]=[CH:7][C:2]([C:36]3[CH:37]=[CH:38][C:33]([C:13]4[O:31][C:28]5[CH:5]=[CH:8][CH:9]=[CH:10][C:11]=5[N:12]=4)=[CH:34][CH:35]=3)=[CH:3][CH:4]=2)[CH:9]=[CH:10][C:11]=1[C:21]1[CH:22]=[CH:23][N:24]=[CH:25][CH:26]=1. The yield is 0.550. (5) The reactants are [F:1][C:2]1[CH:3]=[C:4]2[C:9](=[CH:10][CH:11]=1)[N:8]=[C:7]([CH3:12])[CH:6]=[CH:5]2.[OH-].[Na+].C=O.C[CH2:18][OH:19]. The product is [F:1][C:2]1[CH:3]=[C:4]2[C:9](=[CH:10][CH:11]=1)[N:8]=[C:7]([CH2:12][CH2:18][OH:19])[CH:6]=[CH:5]2. The catalyst is O. The yield is 0.303. (6) The reactants are [C:1]([C:3]1[CH:4]=[C:5]([S:9]([N:12]2[C:16]([C:17]3[CH:22]=[CH:21][CH:20]=[CH:19][CH:18]=3)=[CH:15][C:14]([CH2:23][N:24]([CH3:32])[C:25](=[O:31])[O:26][C:27]([CH3:30])([CH3:29])[CH3:28])=[CH:13]2)(=[O:11])=[O:10])[CH:6]=[CH:7][CH:8]=1)#[N:2].[N-:33]=[N+:34]=[N-:35].[Na+].Cl.C(N(CC)CC)C.C1(C)C=CC=CC=1. The catalyst is C(OCC)(=O)C. The product is [CH3:32][N:24]([CH2:23][C:14]1[CH:15]=[C:16]([C:17]2[CH:22]=[CH:21][CH:20]=[CH:19][CH:18]=2)[N:12]([S:9]([C:5]2[CH:6]=[CH:7][CH:8]=[C:3]([C:1]3[NH:35][N:34]=[N:33][N:2]=3)[CH:4]=2)(=[O:10])=[O:11])[CH:13]=1)[C:25](=[O:31])[O:26][C:27]([CH3:28])([CH3:29])[CH3:30]. The yield is 0.160. (7) The reactants are [CH2:1]([O:8][C:9]([NH:11][C@H:12]([C@@H:16]([OH:18])[CH3:17])[C:13]([OH:15])=O)=[O:10])[CH2:2][CH2:3][CH2:4][CH2:5][CH2:6][CH3:7].CCN(CC)CC.CN(C(ON1N=NC2C=CC=CC1=2)=[N+](C)C)C.[B-](F)(F)(F)F. The catalyst is C(Cl)Cl. The product is [CH2:1]([O:8][C:9](=[O:10])[NH:11][C@H:12]1[C:13](=[O:15])[O:18][C@H:16]1[CH3:17])[CH2:2][CH2:3][CH2:4][CH2:5][CH2:6][CH3:7]. The yield is 0.370.